From a dataset of CYP1A2 inhibition data for predicting drug metabolism from PubChem BioAssay. Regression/Classification. Given a drug SMILES string, predict its absorption, distribution, metabolism, or excretion properties. Task type varies by dataset: regression for continuous measurements (e.g., permeability, clearance, half-life) or binary classification for categorical outcomes (e.g., BBB penetration, CYP inhibition). Dataset: cyp1a2_veith. (1) The molecule is CN(C)Cc1ccccc1-c1nccc(N(C)C)n1. The result is 1 (inhibitor). (2) The compound is FC(F)(F)c1ccccc1-c1nc(NC2CC2)c2ccccc2n1. The result is 1 (inhibitor). (3) The molecule is CCCn1nc2cc(C(=O)NCc3ccc4c(c3)OCO4)ccc2c1OCC. The result is 0 (non-inhibitor). (4) The compound is CN1CCN(c2ncc3nc(-c4ccccc4)c(=O)n(Cc4ccc(F)cc4)c3n2)CC1. The result is 0 (non-inhibitor). (5) The result is 1 (inhibitor). The molecule is CCOC(=O)c1c(C)[nH]c2c1cc(O)c1ccccc12. (6) The drug is O=c1c(-c2cccs2)nc2cncnc2n1-c1ccccc1. The result is 1 (inhibitor). (7) The drug is COc1ccccc1-c1nccc(NCc2cccnc2)n1. The result is 1 (inhibitor). (8) The result is 1 (inhibitor). The molecule is COc1cc(OC)c2nc(C)c3c(c2c1)N(c1ccc(O)cc1)CC3.